From a dataset of Forward reaction prediction with 1.9M reactions from USPTO patents (1976-2016). Predict the product of the given reaction. Given the reactants [F:1][C:2]1[CH:7]=[C:6]([N+:8]([O-:10])=[O:9])[CH:5]=[CH:4][C:3]=1[CH3:11].C(OOC(=O)C1C=CC=CC=1)(=O)C1C=CC=CC=1.[Br:30]N1C(=O)CCC1=O, predict the reaction product. The product is: [Br:30][CH2:11][C:3]1[CH:4]=[CH:5][C:6]([N+:8]([O-:10])=[O:9])=[CH:7][C:2]=1[F:1].